From a dataset of NCI-60 drug combinations with 297,098 pairs across 59 cell lines. Regression. Given two drug SMILES strings and cell line genomic features, predict the synergy score measuring deviation from expected non-interaction effect. (1) Drug 1: CN1C(=O)N2C=NC(=C2N=N1)C(=O)N. Drug 2: C1CC(=O)NC(=O)C1N2C(=O)C3=CC=CC=C3C2=O. Cell line: SW-620. Synergy scores: CSS=11.2, Synergy_ZIP=-4.09, Synergy_Bliss=-2.99, Synergy_Loewe=-4.87, Synergy_HSA=-2.34. (2) Drug 1: C1CCC(C1)C(CC#N)N2C=C(C=N2)C3=C4C=CNC4=NC=N3. Drug 2: C1CC(=O)NC(=O)C1N2CC3=C(C2=O)C=CC=C3N. Cell line: A498. Synergy scores: CSS=4.99, Synergy_ZIP=-0.679, Synergy_Bliss=0.107, Synergy_Loewe=-0.0147, Synergy_HSA=-0.164. (3) Drug 1: C1=CN(C(=O)N=C1N)C2C(C(C(O2)CO)O)O.Cl. Drug 2: C1C(C(OC1N2C=NC(=NC2=O)N)CO)O. Cell line: EKVX. Synergy scores: CSS=2.53, Synergy_ZIP=3.03, Synergy_Bliss=7.44, Synergy_Loewe=1.20, Synergy_HSA=1.51. (4) Drug 1: CC12CCC(CC1=CCC3C2CCC4(C3CC=C4C5=CN=CC=C5)C)O. Drug 2: C1C(C(OC1N2C=NC(=NC2=O)N)CO)O. Cell line: HOP-92. Synergy scores: CSS=8.99, Synergy_ZIP=-4.93, Synergy_Bliss=-2.89, Synergy_Loewe=-4.32, Synergy_HSA=-2.39. (5) Drug 1: CC1CCC2CC(C(=CC=CC=CC(CC(C(=O)C(C(C(=CC(C(=O)CC(OC(=O)C3CCCCN3C(=O)C(=O)C1(O2)O)C(C)CC4CCC(C(C4)OC)O)C)C)O)OC)C)C)C)OC. Drug 2: CCC1(C2=C(COC1=O)C(=O)N3CC4=CC5=C(C=CC(=C5CN(C)C)O)N=C4C3=C2)O.Cl. Cell line: HOP-92. Synergy scores: CSS=20.2, Synergy_ZIP=-6.44, Synergy_Bliss=-0.491, Synergy_Loewe=-6.45, Synergy_HSA=2.62.